This data is from Full USPTO retrosynthesis dataset with 1.9M reactions from patents (1976-2016). The task is: Predict the reactants needed to synthesize the given product. Given the product [CH2:38]([S:35]([N:32]1[CH2:31][CH2:30][CH:29]([C:20]2[C:19]3[C:23](=[C:24]([C:26]([NH2:28])=[O:27])[CH:25]=[C:17]([C:11]4[S:12][C:8]([CH2:7][NH:6][CH2:5][CH2:4][CH2:3][O:2][CH3:1])=[CH:9][CH:10]=4)[CH:18]=3)[NH:22][CH:21]=2)[CH2:34][CH2:33]1)(=[O:37])=[O:36])[CH3:39], predict the reactants needed to synthesize it. The reactants are: [CH3:1][O:2][CH2:3][CH2:4][CH2:5][NH:6][CH2:7][C:8]1[S:12][C:11](B(O)O)=[CH:10][CH:9]=1.Br[C:17]1[CH:18]=[C:19]2[C:23](=[C:24]([C:26]([NH2:28])=[O:27])[CH:25]=1)[NH:22][CH:21]=[C:20]2[CH:29]1[CH2:34][CH2:33][N:32]([S:35]([CH2:38][CH3:39])(=[O:37])=[O:36])[CH2:31][CH2:30]1.C([O-])([O-])=O.[K+].[K+].